From a dataset of Reaction yield outcomes from USPTO patents with 853,638 reactions. Predict the reaction yield, written as a fraction of the theoretical maximum amount of product (1.0 means a 100% yield; for example, 0.34 means a 34% yield). (1) The reactants are [C:1]([C:5]1[CH:27]=[CH:26][C:8]([CH2:9][N:10]2[C:18]3[C:13](=[CH:14][C:15]([C:19]4[CH:24]=[CH:23][CH:22]=[C:21]([CH3:25])[CH:20]=4)=[CH:16][CH:17]=3)[CH:12]=[CH:11]2)=[CH:7][CH:6]=1)([CH3:4])([CH3:3])[CH3:2].BrC1C=C2C(=CC=1)[N:34](CC1C=CC(C(C)(C)C)=CC=1)[CH:33]=C2.CC1C=C(B(O)O)C=CC=1.[C:59](=[O:62])([O-])[O-:60].[K+].[K+].[O:65]1CC[O:68][CH2:67][CH2:66]1. The catalyst is [Br-].C([N+](CCCC)(CCCC)CCCC)CCC.O.C([O-])(=O)C.[Pd+2].C([O-])(=O)C. The product is [C:1]([C:5]1[CH:27]=[CH:26][C:8]([CH2:9][N:10]2[C:18]3[C:13](=[CH:14][C:15]([C:19]4[CH:24]=[CH:23][CH:22]=[C:21]([CH3:25])[CH:20]=4)=[CH:16][CH:17]=3)[C:12]([C:67](=[O:68])[C:66]([NH:34][CH2:33][C:59]([OH:60])=[O:62])=[O:65])=[CH:11]2)=[CH:7][CH:6]=1)([CH3:4])([CH3:2])[CH3:3]. The yield is 0.730. (2) The product is [C:32]1([CH3:42])[CH:33]=[CH:34][C:35]([S:38]([OH:41])(=[O:39])=[O:40])=[CH:36][CH:37]=1.[C:32]1([CH3:42])[CH:33]=[CH:34][C:35]([S:38]([OH:41])(=[O:39])=[O:40])=[CH:36][CH:37]=1.[CH3:29][N:25]1[CH2:26][CH2:27][CH2:28][C@@H:24]1[CH2:23][O:22][C:15]1[CH:16]=[CH:17][C:18]2[C:19]3[C:11](=[CH:10][C:9]([O:8][CH2:7][C@H:3]4[CH2:4][CH2:5][CH2:6][N:2]4[CH3:1])=[CH:21][CH:20]=3)[C:12](=[O:30])[C:13]=2[CH:14]=1. The yield is 0.740. The catalyst is C(OCC)(=O)C.C(O)C. The reactants are [CH3:1][N:2]1[CH2:6][CH2:5][CH2:4][C@@H:3]1[CH2:7][O:8][C:9]1[CH:21]=[CH:20][C:19]2[C:18]3[C:13](=[CH:14][C:15]([O:22][CH2:23][C@H:24]4[CH2:28][CH2:27][CH2:26][N:25]4[CH3:29])=[CH:16][CH:17]=3)[C:12](=[O:30])[C:11]=2[CH:10]=1.O.[C:32]1([CH3:42])[CH:37]=[CH:36][C:35]([S:38]([OH:41])(=[O:40])=[O:39])=[CH:34][CH:33]=1. (3) The catalyst is C(Cl)(Cl)Cl. The yield is 0.470. The reactants are [CH3:1][O:2][C:3]1[CH:4]=[C:5]2[C:10](=[CH:11][C:12]=1[O:13][CH3:14])[N:9]=[CH:8][CH:7]=[C:6]2[O:15][C:16]1[CH:22]=[CH:21][C:19]([NH2:20])=[C:18]([O:23][CH3:24])[CH:17]=1.C(N(CC)CC)C.ClC(Cl)(O[C:36](=[O:42])OC(Cl)(Cl)Cl)Cl.[F:44][C:45]1[CH:50]=[CH:49][C:48]([CH:51]([NH2:53])[CH3:52])=[CH:47][CH:46]=1. The product is [CH3:1][O:2][C:3]1[CH:4]=[C:5]2[C:10](=[CH:11][C:12]=1[O:13][CH3:14])[N:9]=[CH:8][CH:7]=[C:6]2[O:15][C:16]1[CH:22]=[CH:21][C:19]([NH:20][C:36]([NH:53][CH:51]([C:48]2[CH:49]=[CH:50][C:45]([F:44])=[CH:46][CH:47]=2)[CH3:52])=[O:42])=[C:18]([O:23][CH3:24])[CH:17]=1.